From a dataset of Full USPTO retrosynthesis dataset with 1.9M reactions from patents (1976-2016). Predict the reactants needed to synthesize the given product. (1) Given the product [S:41]1[C:45]2[CH:46]=[CH:47][CH:48]=[CH:49][C:44]=2[CH:3]=[C:4]1[S:7]([NH:10][C:11]([NH:13][CH2:14][CH2:15][C:16]1[CH:21]=[CH:20][C:19]([N:22]2[C:26]3=[N:27][C:28]([CH3:32])=[CH:29][C:30]([CH3:31])=[C:25]3[N:24]=[C:23]2[CH2:33][CH3:34])=[CH:18][CH:17]=1)=[O:12])(=[O:9])=[O:8], predict the reactants needed to synthesize it. The reactants are: C1(C2C=CC=CC=2)C=C[C:4]([S:7]([NH:10][C:11]([NH:13][CH2:14][CH2:15][C:16]2[CH:21]=[CH:20][C:19]([N:22]3[C:26]4=[N:27][C:28]([CH3:32])=[CH:29][C:30]([CH3:31])=[C:25]4[N:24]=[C:23]3[CH2:33][CH3:34])=[CH:18][CH:17]=2)=[O:12])(=[O:9])=[O:8])=[CH:3]C=1.[S:41]1[C:45]2[CH:46]=[CH:47][CH:48]=[CH:49][C:44]=2C=C1S(N)(=O)=O. (2) Given the product [C:4]([OH:16])(=[O:15])[CH2:5][C:6]([CH2:11][C:12]([OH:14])=[O:13])([C:8]([OH:10])=[O:9])[OH:7], predict the reactants needed to synthesize it. The reactants are: [OH-].[K+].O.[C:4]([OH:16])(=[O:15])[CH2:5][C:6]([CH2:11][C:12]([OH:14])=[O:13])([C:8]([OH:10])=[O:9])[OH:7]. (3) Given the product [N+:1]([C:4]1[CH:5]=[C:6]([N:10]2[C:11]3[C:12](=[CH:15][CH:16]=[CH:17][N:18]=3)[CH:13]=[C:27]([CH2:26][CH2:25][C:22]3[CH:21]=[CH:20][N:19]=[CH:24][CH:23]=3)[C:28]2=[O:29])[CH:7]=[CH:8][CH:9]=1)([O-:3])=[O:2], predict the reactants needed to synthesize it. The reactants are: [N+:1]([C:4]1[CH:5]=[C:6]([NH:10][C:11]2[N:18]=[CH:17][CH:16]=[CH:15][C:12]=2[CH:13]=O)[CH:7]=[CH:8][CH:9]=1)([O-:3])=[O:2].[N:19]1[CH:24]=[CH:23][C:22]([CH2:25][CH2:26][CH2:27][C:28](OC)=[O:29])=[CH:21][CH:20]=1.[Li+].CC([N-]C(C)C)C. (4) Given the product [OH:1][C:2]1[CH:3]=[C:4]([CH:14]=[CH:15][CH:16]=1)[C:5]([CH3:13])([CH3:12])[C@@H:6]([C:9]([NH:74][C@H:73]([C:72]([N:71]([C@@H:67]([CH:68]([CH3:69])[CH3:70])/[CH:66]=[C:60](\[CH3:59])/[C:61]([O:63][CH2:64][CH3:65])=[O:62])[CH3:80])=[O:79])[C:75]([CH3:77])([CH3:78])[CH3:76])=[O:11])[NH:7][CH3:8], predict the reactants needed to synthesize it. The reactants are: [OH:1][C:2]1[CH:3]=[C:4]([CH:14]=[CH:15][CH:16]=1)[C:5]([CH3:13])([CH3:12])[C@@H:6]([C:9]([OH:11])=O)[NH:7][CH3:8].F[P-](F)(F)(F)(F)F.N1(O[P+](N2CCCC2)(N2CCCC2)N2CCCC2)C2C=CC=CC=2N=N1.C(N(C(C)C)CC)(C)C.[CH3:59]/[C:60](=[CH:66]\[C@@H:67]([N:71]([CH3:80])[C:72](=[O:79])[C@H:73]([C:75]([CH3:78])([CH3:77])[CH3:76])[NH2:74])[CH:68]([CH3:70])[CH3:69])/[C:61]([O:63][CH2:64][CH3:65])=[O:62]. (5) Given the product [CH:31]1([NH:23][C:21]2[N:20]3[N:34]=[CH:35][C:36]([CH:37]=[O:38])=[C:19]3[N:18]=[C:17]([NH:5][C:4]3[CH:3]=[C:2]([F:1])[CH:8]=[C:7]([F:9])[CH:6]=3)[CH:22]=2)[CH2:32][CH2:33]1, predict the reactants needed to synthesize it. The reactants are: [F:1][C:2]1[CH:3]=[C:4]([CH:6]=[C:7]([F:9])[CH:8]=1)[NH2:5].C([O-])([O-])=O.[Cs+].[Cs+].Cl[C:17]1[CH:22]=[C:21]([N:23]([CH:31]2[CH2:33][CH2:32]2)C(=O)OC(C)(C)C)[N:20]2[N:34]=[CH:35][C:36]([CH:37]=[O:38])=[C:19]2[N:18]=1.C1C=CC(P(C2C(C3C(P(C4C=CC=CC=4)C4C=CC=CC=4)=CC=C4C=3C=CC=C4)=C3C(C=CC=C3)=CC=2)C2C=CC=CC=2)=CC=1. (6) Given the product [F:1][C:2]1[CH:3]=[C:4]([CH:9]([C:16]2[CH:21]=[C:20]([F:22])[CH:19]=[C:18]([F:23])[CH:17]=2)[C:11]2[N:12]=[CH:13][NH:14][CH:15]=2)[CH:5]=[C:6]([F:8])[CH:7]=1, predict the reactants needed to synthesize it. The reactants are: [F:1][C:2]1[CH:3]=[C:4]([C:9]([C:16]2[CH:21]=[C:20]([F:22])[CH:19]=[C:18]([F:23])[CH:17]=2)([C:11]2[N:12]=[CH:13][NH:14][CH:15]=2)O)[CH:5]=[C:6]([F:8])[CH:7]=1.Cl.